From a dataset of NCI-60 drug combinations with 297,098 pairs across 59 cell lines. Regression. Given two drug SMILES strings and cell line genomic features, predict the synergy score measuring deviation from expected non-interaction effect. (1) Drug 1: COC1=C(C=C2C(=C1)N=CN=C2NC3=CC(=C(C=C3)F)Cl)OCCCN4CCOCC4. Drug 2: N.N.Cl[Pt+2]Cl. Cell line: NCI-H522. Synergy scores: CSS=28.8, Synergy_ZIP=-1.15, Synergy_Bliss=-2.61, Synergy_Loewe=-12.9, Synergy_HSA=-1.75. (2) Drug 1: CC1C(C(CC(O1)OC2CC(OC(C2O)C)OC3=CC4=CC5=C(C(=O)C(C(C5)C(C(=O)C(C(C)O)O)OC)OC6CC(C(C(O6)C)O)OC7CC(C(C(O7)C)O)OC8CC(C(C(O8)C)O)(C)O)C(=C4C(=C3C)O)O)O)O. Drug 2: CN1C2=C(C=C(C=C2)N(CCCl)CCCl)N=C1CCCC(=O)O.Cl. Cell line: MCF7. Synergy scores: CSS=44.4, Synergy_ZIP=0.743, Synergy_Bliss=0.256, Synergy_Loewe=-53.7, Synergy_HSA=-1.94. (3) Drug 1: CC1=C2C(C(=O)C3(C(CC4C(C3C(C(C2(C)C)(CC1OC(=O)C(C(C5=CC=CC=C5)NC(=O)OC(C)(C)C)O)O)OC(=O)C6=CC=CC=C6)(CO4)OC(=O)C)O)C)O. Drug 2: CN(CC1=CN=C2C(=N1)C(=NC(=N2)N)N)C3=CC=C(C=C3)C(=O)NC(CCC(=O)O)C(=O)O. Cell line: SNB-75. Synergy scores: CSS=5.41, Synergy_ZIP=-8.30, Synergy_Bliss=-5.33, Synergy_Loewe=-9.45, Synergy_HSA=-2.61. (4) Drug 1: CN(C)N=NC1=C(NC=N1)C(=O)N. Drug 2: CCCCC(=O)OCC(=O)C1(CC(C2=C(C1)C(=C3C(=C2O)C(=O)C4=C(C3=O)C=CC=C4OC)O)OC5CC(C(C(O5)C)O)NC(=O)C(F)(F)F)O. Cell line: BT-549. Synergy scores: CSS=-8.14, Synergy_ZIP=-0.397, Synergy_Bliss=-8.70, Synergy_Loewe=-12.6, Synergy_HSA=-9.87. (5) Drug 1: C1CN1P(=S)(N2CC2)N3CC3. Drug 2: CC1=C(C(CCC1)(C)C)C=CC(=CC=CC(=CC(=O)O)C)C. Cell line: OVCAR-8. Synergy scores: CSS=34.0, Synergy_ZIP=-11.7, Synergy_Bliss=-3.47, Synergy_Loewe=-3.75, Synergy_HSA=-0.490. (6) Synergy scores: CSS=4.03, Synergy_ZIP=-6.87, Synergy_Bliss=-3.41, Synergy_Loewe=-12.4, Synergy_HSA=-2.98. Drug 1: CN1C(=O)N2C=NC(=C2N=N1)C(=O)N. Drug 2: C1CCC(C(C1)N)N.C(=O)(C(=O)[O-])[O-].[Pt+4]. Cell line: OVCAR-4.